Dataset: Reaction yield outcomes from USPTO patents with 853,638 reactions. Task: Predict the reaction yield, written as a fraction of the theoretical maximum amount of product (1.0 means a 100% yield; for example, 0.34 means a 34% yield). (1) The reactants are Cl[C:2]1[NH:7][C:6](=[O:8])[C:5]2[CH:9]=[N:10][N:11]([CH3:12])[C:4]=2[CH:3]=1.CCN(C(C)C)C(C)C.Cl.[F:23][C:24]1[CH:29]=[CH:28][C:27]([CH:30]2[CH2:35][CH2:34][NH:33][CH2:32][CH2:31]2)=[CH:26][CH:25]=1. The catalyst is C(Cl)Cl.CO. The product is [F:23][C:24]1[CH:29]=[CH:28][C:27]([CH:30]2[CH2:31][CH2:32][N:33]([C:2]3[NH:7][C:6](=[O:8])[C:5]4[CH:9]=[N:10][N:11]([CH3:12])[C:4]=4[CH:3]=3)[CH2:34][CH2:35]2)=[CH:26][CH:25]=1. The yield is 0.703. (2) The reactants are [C:1]([CH2:3]P(=O)(OCC)OCC)#[N:2].[H-].[Na+].[C:14]([O:17][CH2:18][C:19]([CH3:48])([CH3:47])[CH2:20][N:21]1[C:27]2[CH:28]=[CH:29][C:30]([Cl:32])=[CH:31][C:26]=2[C@@H:25]([C:33]2[CH:38]=[CH:37][CH:36]=[C:35]([O:39][CH3:40])[C:34]=2[O:41][CH3:42])[O:24][C@H:23]([CH2:43][CH:44]=O)[C:22]1=[O:46])(=[O:16])[CH3:15].[Mg].C(N(CC)CC)C.C(Cl)(=O)C. The catalyst is C1COCC1.C(OCC)(=O)C. The product is [C:14]([O:17][CH2:18][C:19]([CH3:47])([CH3:48])[CH2:20][N:21]1[C:27]2[CH:28]=[CH:29][C:30]([Cl:32])=[CH:31][C:26]=2[C@@H:25]([C:33]2[CH:38]=[CH:37][CH:36]=[C:35]([O:39][CH3:40])[C:34]=2[O:41][CH3:42])[O:24][C@H:23]([CH2:43][CH2:44][CH2:3][C:1]#[N:2])[C:22]1=[O:46])(=[O:16])[CH3:15]. The yield is 0.520. (3) The reactants are [Br:1][C:2]1[C:11]([F:12])=[CH:10][C:5]([C:6](OC)=[O:7])=[C:4]([Cl:13])[CH:3]=1.CO.[BH4-].[Li+].[OH-].[Na+]. The catalyst is O1CCCC1. The product is [Br:1][C:2]1[C:11]([F:12])=[CH:10][C:5]([CH2:6][OH:7])=[C:4]([Cl:13])[CH:3]=1. The yield is 0.990. (4) The reactants are [OH:1][CH2:2][CH2:3][CH2:4][NH:5][C:6]1[CH:13]=[CH:12][C:9]([C:10]#[N:11])=[CH:8][C:7]=1[N+:14]([O-])=O. The catalyst is CCO. The product is [NH2:14][C:7]1[CH:8]=[C:9]([CH:12]=[CH:13][C:6]=1[NH:5][CH2:4][CH2:3][CH2:2][OH:1])[C:10]#[N:11]. The yield is 0.950. (5) The reactants are Cl[C:2]1[C:6]2[CH:7]=[CH:8][CH:9]=[CH:10][C:5]=2[O:4][N:3]=1.[C:11]([O:15][C:16]([N:18]1[CH2:23][CH2:22][NH:21][CH2:20][CH2:19]1)=[O:17])([CH3:14])([CH3:13])[CH3:12].C1CCN2C(=NCCC2)CC1. The catalyst is N1C=CC=CC=1. The product is [C:11]([O:15][C:16]([N:18]1[CH2:23][CH2:22][N:21]([C:2]2[C:6]3[CH:7]=[CH:8][CH:9]=[CH:10][C:5]=3[O:4][N:3]=2)[CH2:20][CH2:19]1)=[O:17])([CH3:14])([CH3:12])[CH3:13]. The yield is 0.420. (6) The catalyst is CC(O[Ti](OC(C)C)(OC(C)C)OC(C)C)C.Cl[Ti](Cl)(Cl)Cl.C1COCC1. The reactants are O=[C:2]1[CH2:11][CH2:10][CH2:9][C:8]2[CH:7]=[C:6]([O:12][C:13]3[CH:21]=[CH:20][C:16]([C:17]([NH2:19])=[O:18])=[CH:15][CH:14]=3)[CH:5]=[CH:4][C:3]1=2.[CH2:22]([NH2:29])[C:23]1[CH:28]=[CH:27][CH:26]=[CH:25][CH:24]=1.[OH-].[Na+]. The yield is 0.120. The product is [CH2:22]([NH:29][CH:2]1[CH2:11][CH2:10][CH2:9][C:8]2[CH:7]=[C:6]([O:12][C:13]3[CH:21]=[CH:20][C:16]([C:17]([NH2:19])=[O:18])=[CH:15][CH:14]=3)[CH:5]=[CH:4][C:3]1=2)[C:23]1[CH:28]=[CH:27][CH:26]=[CH:25][CH:24]=1.